From a dataset of Full USPTO retrosynthesis dataset with 1.9M reactions from patents (1976-2016). Predict the reactants needed to synthesize the given product. Given the product [C:24]([OH:29])(=[O:28])[C:25]([OH:27])=[O:26].[NH2:1][CH:2]([OH:23])[C@H:3]([CH3:22])[CH2:4][CH2:5][C:6]1[S:7][C:8]([C:11]#[C:12][CH2:13][CH2:14][CH2:15][C:16]2[CH:17]=[CH:18][CH:19]=[CH:20][CH:21]=2)=[CH:9][CH:10]=1, predict the reactants needed to synthesize it. The reactants are: [NH2:1][CH:2]([OH:23])[C@H:3]([CH3:22])[CH2:4][CH2:5][C:6]1[S:7][C:8]([C:11]#[C:12][CH2:13][CH2:14][CH2:15][C:16]2[CH:21]=[CH:20][CH:19]=[CH:18][CH:17]=2)=[CH:9][CH:10]=1.[C:24]([OH:29])(=[O:28])[C:25]([OH:27])=[O:26].